This data is from B-cell epitopes from IEDB database with 3,159 antigens for binding position prediction. The task is: Token-level Classification. Given an antigen amino acid sequence, predict which amino acid positions are active epitope sites capable of antibody binding. Output is a list of indices for active positions. (1) Given the antigen sequence: MRGALLVLALLVTQALGVKMAETCPIFYDVFFAVANGNELLLDLSLTKVNATEPERTAMKKIQDCYVENGLISRVLDGLVMTTISSSKDCMGEAVQNTVEDLKLNTLGR, which amino acid positions are active epitope sites? The epitope positions are: [94, 95, 96, 97, 98, 99, 100, 101, 102, 103, 104, 105, 106, 107, 108]. The amino acids at these positions are: VQNTVEDLKLNTLGR. (2) Given the antigen sequence: WILEYLWKVPFDFWRGVMSLTPLLVCVAALLLLEQRIVMVFLLVTMAGMSQGAPASVLGSRPFEAGLTWQSCSCRSNGSRVPTGERVWDRGNVTLLCDCPNGPWVWQPAFCQAIGWGDPITHWSHGQNQWPLSCPQYVYGAVSVTCVWGSVSWFASTRGRDSKIDVWSLVPVGSASCTIAALGSSDRDIVVELSEWGVPCATCILDRRPASCGTCVRDCWPETGSVRFPFHRCGAGPRLTRDLEAVPFVNRTTPFTIRGPLGNQGRGNPVRSPLGFGSYTMTKIRDSLHLVKCPTPAIEPPTGTFGFFPGVPPLNNCMLLGTEVSEALGGAGLTGGFYEPLVRRCSELMGRRNPVCPGFAWLSSGRPDGFIHVQGHLQEVDAGNFIPPPRWLLLDFVFVLLYLMKLA, which amino acid positions are active epitope sites? The epitope positions are: [332, 333, 334, 335, 336, 337, 338, 339, 340]. The amino acids at these positions are: LTGGFYEPL. (3) Given the antigen sequence: MKIIFFLCSFLFFIINTQCVTHESYQELVKKLEALEDAVLTGYSLFQKEKMVLNEGTSGTAVTTSTPGSGGSVTSGGSVTSGGSVTSVASVASVASVASVASGGSGNSRRTNPSDNSSDSDAKSYADLKHRVQNYLFTIKELKYPELFDLTNHMLTLCDNIHGFKYLIDGYEEINELLYKLNFYFDLLRAKLNDVCANDYCQIPFNLKIRANELDVLKKLVFGYRKPLDNIKDNVGKMEDYIKKNKTTIANINELIEGSKKTIDQNKNADNEEGKKKLYQAQYNLFIYNKQLQEAHNLISVLEKRIDTLKKNENIKKLLDKINEIKNPPPANSGNTPNPLPENKKKEVEGHEEKIKEIAKTIKFNIDSLFTDPLELEYYLREKNKKVDVTPKSQDPTKSVQIPKVPYPNGIVYPLPLTDIHNSLAADNDKNSYGDLMNPDTKEKINEKIITDNKERKIFINNIKKQIDLEEKNINHTKEQNKKLLEDYEKSKKDYEELLE..., which amino acid positions are active epitope sites? The epitope positions are: [50, 51, 52, 53, 54, 55, 56, 57, 58, 59, 60]. The amino acids at these positions are: MVLNEGTSGTA.